From a dataset of Forward reaction prediction with 1.9M reactions from USPTO patents (1976-2016). Predict the product of the given reaction. (1) Given the reactants [C:1]([C:3]1[CH:4]=[C:5]2[C:10](=[CH:11][CH:12]=1)[CH:9]=[N:8][CH:7]=[CH:6]2)#[CH:2].[Li+].C[Si]([N-][Si](C)(C)C)(C)C.S([C:33]#[N:34])(C1C=CC(C)=CC=1)(=O)=O, predict the reaction product. The product is: [CH:9]1[C:10]2[C:5](=[CH:4][C:3]([C:1]#[C:2][C:33]#[N:34])=[CH:12][CH:11]=2)[CH:6]=[CH:7][N:8]=1. (2) Given the reactants [S:1]1[CH:5]=[CH:4][CH:3]=[CH:2]1.C([Li])CCC.[N:11]1[O:12][CH2:13][CH:14]2[CH2:18][N:17]([C:19]([O:21][CH2:22][C:23]3[CH:28]=[CH:27][CH:26]=[CH:25][CH:24]=3)=[O:20])[CH2:16][C:15]=12, predict the reaction product. The product is: [S:1]1[CH:5]=[CH:4][CH:3]=[C:2]1[C:15]12[CH2:16][N:17]([C:19]([O:21][CH2:22][C:23]3[CH:28]=[CH:27][CH:26]=[CH:25][CH:24]=3)=[O:20])[CH2:18][CH:14]1[CH2:13][O:12][NH:11]2. (3) Given the reactants [Cl:1][C:2]1[CH:3]=[C:4]([NH:10][C:11]2[C:16]([N+:17]([O-])=O)=[CH:15][CH:14]=[C:13]([NH:20][C@H:21]([C:23]3[CH:28]=[CH:27][C:26]([F:29])=[CH:25][N:24]=3)[CH3:22])[N:12]=2)[C:5]([O:8][CH3:9])=[N:6][CH:7]=1, predict the reaction product. The product is: [Cl:1][C:2]1[CH:3]=[C:4]([NH:10][C:11]2[C:16]([NH2:17])=[CH:15][CH:14]=[C:13]([NH:20][C@H:21]([C:23]3[CH:28]=[CH:27][C:26]([F:29])=[CH:25][N:24]=3)[CH3:22])[N:12]=2)[C:5]([O:8][CH3:9])=[N:6][CH:7]=1. (4) The product is: [N:28]1[C:29]2[C:24](=[CH:23][CH:22]=[CH:21][C:20]=2[N:4]2[CH2:5][CH2:6][N:1]([C:7]([O:9][C:10]([CH3:13])([CH3:12])[CH3:11])=[O:8])[CH2:2][CH2:3]2)[CH:25]=[CH:26][CH:27]=1. Given the reactants [N:1]1([C:7]([O:9][C:10]([CH3:13])([CH3:12])[CH3:11])=[O:8])[CH2:6][CH2:5][NH:4][CH2:3][CH2:2]1.FC(F)(F)S(O[C:20]1[CH:21]=[CH:22][CH:23]=[C:24]2[C:29]=1[N:28]=[CH:27][CH:26]=[CH:25]2)(=O)=O.C([O-])([O-])=O.[Cs+].[Cs+], predict the reaction product. (5) Given the reactants Cl[C:2]1[CH:3]=[C:4]([CH:17]=[CH:18][CH:19]=1)[CH2:5][S:6][C:7]1[CH:8]=[C:9]([O:15][CH3:16])[C:10]([O:13][CH3:14])=[N:11][CH:12]=1.BrCC1C=CC=CC=1[Cl:28], predict the reaction product. The product is: [Cl:28][C:17]1[CH:18]=[CH:19][CH:2]=[CH:3][C:4]=1[CH2:5][S:6][C:7]1[CH:8]=[C:9]([O:15][CH3:16])[C:10]([O:13][CH3:14])=[N:11][CH:12]=1. (6) Given the reactants [C:1]([C:3]1([NH:6][C:7]([C@@H:9]2[CH2:13][C@@H:12]([S:14]([C:17]3[CH:22]=[CH:21][C:20](F)=[CH:19][C:18]=3[Cl:24])(=[O:16])=[O:15])[CH2:11][C@H:10]2[C:25]([N:27]2[CH2:30][C:29]([F:32])([F:31])[CH2:28]2)=[O:26])=[O:8])[CH2:5][CH2:4]1)#[N:2].[F:33][C:34]([F:39])([F:38])[C@@H:35]([OH:37])[CH3:36], predict the reaction product. The product is: [C:1]([C:3]1([NH:6][C:7]([C@@H:9]2[CH2:13][C@@H:12]([S:14]([C:17]3[CH:22]=[CH:21][C:20]([O:37][C@@H:35]([CH3:36])[C:34]([F:39])([F:38])[F:33])=[CH:19][C:18]=3[Cl:24])(=[O:16])=[O:15])[CH2:11][C@H:10]2[C:25]([N:27]2[CH2:30][C:29]([F:32])([F:31])[CH2:28]2)=[O:26])=[O:8])[CH2:5][CH2:4]1)#[N:2]. (7) The product is: [Br:18][C:16]1[CH:17]=[C:12]([NH:11][C:8]2[CH:7]=[CH:6][C:5]([CH:3]3[CH2:4][N:1]([CH3:24])[CH2:2]3)=[CH:10][N:9]=2)[C:13](=[O:20])[N:14]([CH3:19])[CH:15]=1. Given the reactants [NH:1]1[CH2:4][CH:3]([C:5]2[CH:6]=[CH:7][C:8]([NH:11][C:12]3[C:13](=[O:20])[N:14]([CH3:19])[CH:15]=[C:16]([Br:18])[CH:17]=3)=[N:9][CH:10]=2)[CH2:2]1.C=O.[BH3-][C:24]#N.[Na+].C(OCCOCC)C, predict the reaction product.